This data is from TCR-epitope binding with 47,182 pairs between 192 epitopes and 23,139 TCRs. The task is: Binary Classification. Given a T-cell receptor sequence (or CDR3 region) and an epitope sequence, predict whether binding occurs between them. (1) The epitope is LLQTGIHVRVSQPSL. The TCR CDR3 sequence is CASSTGQEGGYTF. Result: 0 (the TCR does not bind to the epitope). (2) The epitope is AIMTRCLAV. The TCR CDR3 sequence is CSVASPEAFF. Result: 0 (the TCR does not bind to the epitope). (3) The epitope is FLYNLLTRV. The TCR CDR3 sequence is CASSFWGANEKLFF. Result: 1 (the TCR binds to the epitope). (4) The epitope is NLVPMVATV. The TCR CDR3 sequence is CSASRPAGTTPREAFF. Result: 1 (the TCR binds to the epitope). (5) The epitope is RLRAEAQVK. The TCR CDR3 sequence is CASSSSVASNNEQFF. Result: 0 (the TCR does not bind to the epitope). (6) The epitope is PKYVKQNTLKLAT. Result: 1 (the TCR binds to the epitope). The TCR CDR3 sequence is CASIPGLEVLSNEQFF. (7) The TCR CDR3 sequence is CSARVTSSDEQYF. Result: 0 (the TCR does not bind to the epitope). The epitope is RPRGEVRFL. (8) The epitope is KRWIILGLNK. The TCR CDR3 sequence is CASSFGDSYEQYF. Result: 0 (the TCR does not bind to the epitope). (9) The epitope is GTSGSPIIDK. Result: 0 (the TCR does not bind to the epitope). The TCR CDR3 sequence is CSVEDLGREGSYEQYF. (10) The epitope is GILGFVFTL. The TCR CDR3 sequence is CASSTHSGNEQFF. Result: 1 (the TCR binds to the epitope).